From a dataset of Cav3 T-type calcium channel HTS with 100,875 compounds. Binary Classification. Given a drug SMILES string, predict its activity (active/inactive) in a high-throughput screening assay against a specified biological target. (1) The compound is O=C(Nc1c2c([nH]c1C(OCC)=O)ccc(OC)c2)CCN1CC(CCC1)C. The result is 0 (inactive). (2) The compound is S(c1n(CCCC(=O)NCc2ccccc2)c(=O)c2c(n1)cccc2)CC(=O)NCCOC. The result is 0 (inactive). (3) The molecule is O(Cc1cc(n(CC(=O)Nc2c(OCC)cccc2)c(=O)c1C#N)C)C. The result is 0 (inactive). (4) The compound is S(CC(=O)N1CCC(CC1)C)c1oc(nn1)CNC(=O)c1cc(OC)c(OC)c(OC)c1. The result is 0 (inactive). (5) The drug is O(c1cc2c(c(=O)n(cc2C(=O)NCc2c(OC)cccc2)C)cc1OC)C. The result is 0 (inactive).